This data is from Experimentally validated miRNA-target interactions with 360,000+ pairs, plus equal number of negative samples. The task is: Binary Classification. Given a miRNA mature sequence and a target amino acid sequence, predict their likelihood of interaction. (1) The miRNA is hsa-miR-32-3p with sequence CAAUUUAGUGUGUGUGAUAUUU. The protein sequence of the target gene is MGCGLNKLEKRDEKRPGNIYSTLKRPQVETKIDVSYEYRFLEFTTLSAAELPGSSAVRLASLRDLPAQLLELYQQGFSLAALHPFVQPTHEREKTPLEHIFRAILIKKTDRSQKTDLHNEGYILELDCCSSLDHPTDQKLIPEFIKKIQEAASQGLKFVGVIPQYHSSVNSAGSSAPVSTANSTEDARDAKNARGDHASLENEKPGTGDVCSAPAGRNQSPEPSSGPRGEVPLAKQPSSPSGEGDGGELSPQGVSKTLDGPESNPLEVHEEPLSGKMEIFTLFNKPKSHQKCRQYYPVTI.... Result: 0 (no interaction). (2) The miRNA is mmu-miR-329-3p with sequence AACACACCCAGCUAACCUUUUU. The protein sequence of the target gene is MDVPEPQPDPDGGDGPGHEPGGSPQDELDFSILFDYDYLNPIEEEPIAHKAISSPSGLAYPDDVLDYGLKPCNPLASLSGEPPGRFGEPDSIGFQNFLSPVKPAGASGPSPRIEITPSHELMQAGGALRGRDAGLSPEQPALALAGVAASPRFTLPVPGYEGYREPLCLSPASSGSSASFISDTFSPYTSPCVSPNNAGPDDLCPQFQNIPAHYSPRTSPIMSPRTSLAEDSCLGRHSPVPRPASRSSSPGAKRRHSCAEALVAPLPAASPQRSRSPSPQPSPHVALQDDSIPAGYPPTA.... Result: 1 (interaction). (3) The miRNA is hsa-miR-4704-5p with sequence GACACUAGGCAUGUGAGUGAUU. The protein sequence of the target gene is MATSTGRWLLLRLALFGFLWEASGGLDSGASRDDDLLLPYPRARARLPRDCTRVRAGNREHESWPPPPATPGAGGLAVRTFVSHFRDRAVAGHLTRAVEPLRTFSVLEPGGPGGCAARRRATVEETARAADCRVAQNGGFFRMNSGECLGNVVSDERRVSSSGGLQNAQFGIRRDGTLVTGYLSEEEVLDTENPFVQLLSGVVWLIRNGSIYINESQATECDETQETGSFSKFVNVISARTAIGHDRKGQLVLFHADGQTEQRGINLWEMAEFLLKQDVVNAINLDGGGSATFVLNGTLA.... Result: 0 (no interaction). (4) The protein sequence of the target gene is MALLRRPTVSSDLENIDTGVNSKVKSHVTIRRTVLEEIGNRVTTRAAQVAKKAQNTKVPVQPTKTTNVNKQLKPTASVKPVQMEKLAPKGPSPTPEDVSMKEENLCQAFSDALLCKIEDIDNEDWENPQLCSDYVKDIYQYLRQLEVLQSINPHFLDGRDINGRMRAILVDWLVQVHSKFRLLQETLYMCVGIMDRFLQVQPVSRKKLQLVGITALLLASKYEEMFSPNIEDFVYITDNAYTSSQIREMETLILKELKFELGRPLPLHFLRRASKAGEVDVEQHTLAKYLMELTLIDYDM.... Result: 1 (interaction). The miRNA is hsa-let-7f-5p with sequence UGAGGUAGUAGAUUGUAUAGUU.